Dataset: Reaction yield outcomes from USPTO patents with 853,638 reactions. Task: Predict the reaction yield, written as a fraction of the theoretical maximum amount of product (1.0 means a 100% yield; for example, 0.34 means a 34% yield). The reactants are C(OC(=O)[NH:7][CH2:8][C:9]1[C:17]2[C:13](=[N:14][N:15]([CH2:18][C:19]([C:35]#[N:36])([CH3:34])[NH:20][C:21](=[O:33])[C:22]3[CH:27]=[CH:26][C:25]([O:28][C:29]([F:32])([F:31])[F:30])=[CH:24][CH:23]=3)[N:16]=2)[CH:12]=[C:11]([Cl:37])[CH:10]=1)(C)(C)C.C[Si](I)(C)C. The catalyst is C(Cl)Cl. The product is [NH2:7][CH2:8][C:9]1[C:17]2[C:13](=[N:14][N:15]([CH2:18][C:19]([NH:20][C:21](=[O:33])[C:22]3[CH:27]=[CH:26][C:25]([O:28][C:29]([F:32])([F:31])[F:30])=[CH:24][CH:23]=3)([C:35]#[N:36])[CH3:34])[N:16]=2)[CH:12]=[C:11]([Cl:37])[CH:10]=1. The yield is 0.870.